This data is from Reaction yield outcomes from USPTO patents with 853,638 reactions. The task is: Predict the reaction yield, written as a fraction of the theoretical maximum amount of product (1.0 means a 100% yield; for example, 0.34 means a 34% yield). (1) The reactants are C[Al](C)C.[CH:5]1([CH2:8][NH2:9])[CH2:7][CH2:6]1.C[O:11][C:12](=O)[C:13]1[CH:18]=[CH:17][C:16]([O:19][CH2:20][C:21]2[C:22]([C:30]3[CH:35]=[CH:34][CH:33]=[CH:32][CH:31]=3)=[N:23][O:24][C:25]=2[C:26]([F:29])([F:28])[F:27])=[N:15][CH:14]=1.O. The yield is 0.830. The catalyst is O1CCOCC1. The product is [CH:5]1([CH2:8][NH:9][C:12](=[O:11])[C:13]2[CH:18]=[CH:17][C:16]([O:19][CH2:20][C:21]3[C:22]([C:30]4[CH:35]=[CH:34][CH:33]=[CH:32][CH:31]=4)=[N:23][O:24][C:25]=3[C:26]([F:29])([F:28])[F:27])=[N:15][CH:14]=2)[CH2:7][CH2:6]1. (2) The reactants are [N:1]([C:4]1[S:5][C:6]([CH3:15])=[C:7]([CH3:14])[C:8]=1[C:9]([O:11][CH2:12][CH3:13])=[O:10])=[C:2]=[S:3].[NH3:16]. The catalyst is ClCCl. The product is [CH3:14][C:7]1[C:8]([C:9]([O:11][CH2:12][CH3:13])=[O:10])=[C:4]([NH:1][C:2]([NH2:16])=[S:3])[S:5][C:6]=1[CH3:15]. The yield is 0.0300.